Predict the product of the given reaction. From a dataset of Forward reaction prediction with 1.9M reactions from USPTO patents (1976-2016). Given the reactants [CH3:1][C:2]1[CH:7]=[CH:6][CH:5]=[CH:4][C:3]=1[NH:8][C:9]1[O:10][C:11]2[CH:17]=[CH:16][C:15]([CH2:18][C:19](O)=[O:20])=[CH:14][C:12]=2[N:13]=1.[F:22][C@@H:23]1[CH2:27][NH:26][C@H:25]([CH2:28][O:29][C:30]2[CH:39]=[CH:38][C:33]([C:34]([O:36]C)=[O:35])=[CH:32][CH:31]=2)[CH2:24]1.CCN=C=NCCCN(C)C.Cl.C1C=CC2N(O)N=NC=2C=1.C(N(CC)CC)C, predict the reaction product. The product is: [F:22][C@@H:23]1[CH2:27][N:26]([C:19](=[O:20])[CH2:18][C:15]2[CH:16]=[CH:17][C:11]3[O:10][C:9]([NH:8][C:3]4[CH:4]=[CH:5][CH:6]=[CH:7][C:2]=4[CH3:1])=[N:13][C:12]=3[CH:14]=2)[C@H:25]([CH2:28][O:29][C:30]2[CH:39]=[CH:38][C:33]([C:34]([OH:36])=[O:35])=[CH:32][CH:31]=2)[CH2:24]1.